From a dataset of Catalyst prediction with 721,799 reactions and 888 catalyst types from USPTO. Predict which catalyst facilitates the given reaction. (1) Reactant: C([NH:4][C:5]1[CH:10]=[CH:9][C:8]([S:11](Cl)(=[O:13])=[O:12])=[CH:7][CH:6]=1)(=O)C.[CH3:15][NH:16][CH3:17].Cl. Product: [NH2:4][C:5]1[CH:10]=[CH:9][C:8]([S:11]([N:16]([CH3:17])[CH3:15])(=[O:13])=[O:12])=[CH:7][CH:6]=1. The catalyst class is: 1. (2) Reactant: [CH3:1][O:2][C:3]1[CH:8]=[CH:7][C:6]([C:9]2[CH:10]=[CH:11][N:12]=[C:13]3[C:17]=2[NH:16][CH:15]=[C:14]3[C:18](=[O:22])[C:19]([O-])=[O:20])=[CH:5][CH:4]=1.[K+].[C:24]([N:32]1[CH2:37][CH2:36][NH:35][CH2:34][CH2:33]1)(=[O:31])[C:25]1[CH:30]=[CH:29][CH:28]=[CH:27][CH:26]=1.C(OP(ON1C(=O)C2C=CC=CC=2N=N1)(OCC)=O)C.CCN(C(C)C)C(C)C. Product: [C:24]([N:32]1[CH2:37][CH2:36][N:35]([C:19](=[O:20])[C:18]([C:14]2[C:13]3[C:17](=[C:9]([C:6]4[CH:5]=[CH:4][C:3]([O:2][CH3:1])=[CH:8][CH:7]=4)[CH:10]=[CH:11][N:12]=3)[NH:16][CH:15]=2)=[O:22])[CH2:34][CH2:33]1)(=[O:31])[C:25]1[CH:30]=[CH:29][CH:28]=[CH:27][CH:26]=1. The catalyst class is: 3.